This data is from Peptide-MHC class I binding affinity with 185,985 pairs from IEDB/IMGT. The task is: Regression. Given a peptide amino acid sequence and an MHC pseudo amino acid sequence, predict their binding affinity value. This is MHC class I binding data. The peptide sequence is RVGRVNPGT. The MHC is HLA-A02:01 with pseudo-sequence HLA-A02:01. The binding affinity (normalized) is 0.136.